Dataset: Full USPTO retrosynthesis dataset with 1.9M reactions from patents (1976-2016). Task: Predict the reactants needed to synthesize the given product. (1) Given the product [C:35]1([C:17]([C:11]2[CH:16]=[CH:15][CH:14]=[CH:13][CH:12]=2)([C:29]2[CH:30]=[CH:31][CH:32]=[CH:33][CH:34]=2)[N:18]2[CH:22]=[C:21]([CH:23]3[CH:25]([CH3:26])[CH:24]3[CH:27]=[O:28])[N:20]=[CH:19]2)[CH:40]=[CH:39][CH:38]=[CH:37][CH:36]=1, predict the reactants needed to synthesize it. The reactants are: C(Cl)(=O)C(Cl)=O.CS(C)=O.[C:11]1([C:17]([C:35]2[CH:40]=[CH:39][CH:38]=[CH:37][CH:36]=2)([C:29]2[CH:34]=[CH:33][CH:32]=[CH:31][CH:30]=2)[N:18]2[CH:22]=[C:21]([CH:23]3[CH:25]([CH3:26])[CH:24]3[CH2:27][OH:28])[N:20]=[CH:19]2)[CH:16]=[CH:15][CH:14]=[CH:13][CH:12]=1.[Cl-].[NH4+]. (2) Given the product [CH2:32]([C:21]1([NH:31][S:29]([C:25]([CH3:28])([CH3:27])[CH3:26])=[O:30])[CH2:22][CH2:23][CH:18]([O:17][C:12]2[CH:13]=[C:14]3[C:9](=[CH:10][CH:11]=2)[O:8][CH:7]([C:1]2[CH:6]=[CH:5][CH:4]=[CH:3][CH:2]=2)[CH2:16][CH2:15]3)[CH2:19][CH2:20]1)[C:33]1[CH:38]=[CH:37][CH:36]=[CH:35][CH:34]=1, predict the reactants needed to synthesize it. The reactants are: [C:1]1([CH:7]2[CH2:16][CH2:15][C:14]3[C:9](=[CH:10][CH:11]=[C:12]([O:17][CH:18]4[CH2:23][CH2:22][C:21](=O)[CH2:20][CH2:19]4)[CH:13]=3)[O:8]2)[CH:6]=[CH:5][CH:4]=[CH:3][CH:2]=1.[C:25]([S:29]([NH2:31])=[O:30])([CH3:28])([CH3:27])[CH3:26].[CH2:32]([Mg]Cl)[C:33]1[CH:38]=[CH:37][CH:36]=[CH:35][CH:34]=1.O. (3) Given the product [CH3:11][CH2:13][CH2:14][CH:15]([CH3:17])[CH3:16].[Cl:1][C:2]1[N:7]=[C:6]([NH:12][C:11]2[CH:13]=[CH:14][C:15]([CH3:17])=[CH:16][C:10]=2[Br:9])[CH:5]=[CH:4][N:3]=1, predict the reactants needed to synthesize it. The reactants are: [Cl:1][C:2]1[N:7]=[C:6](Cl)[CH:5]=[CH:4][N:3]=1.[Br:9][C:10]1[CH:16]=[C:15]([CH3:17])[CH:14]=[CH:13][C:11]=1[NH2:12].C(N(C(C)C)CC)(C)C. (4) Given the product [CH:2]([C:3]1[NH:7][CH:6]=[N:5][C:4]=1[C:8]([O:10][CH3:11])=[O:9])=[O:1], predict the reactants needed to synthesize it. The reactants are: [OH:1][CH2:2][C:3]1[NH:7][CH:6]=[N:5][C:4]=1[C:8]([O:10][CH3:11])=[O:9]. (5) Given the product [NH:20]([C:16]1[CH:15]=[C:14]([N:10]([CH2:11][CH2:12][OH:13])[CH3:9])[CH:19]=[CH:18][C:17]=1[C:3]1[C:2]([OH:7])=[C:1]([C:27]2[CH:26]=[CH:25][C:24]([N:10]([CH2:11][CH2:12][OH:13])[CH3:9])=[CH:15][C:16]=2[NH:20][C:21]([CH3:23])=[O:22])[C:5]=1[OH:6])[C:21]([CH3:23])=[O:22], predict the reactants needed to synthesize it. The reactants are: [C:1]1(O)[C:5](=[O:6])[C:3](=O)[C:2]=1[OH:7].[CH3:9][N:10]([C:14]1[CH:19]=[CH:18][CH:17]=[C:16]([NH:20][C:21]([CH3:23])=[O:22])[CH:15]=1)[CH2:11][CH2:12][OH:13].[CH3:24][CH2:25][CH2:26][CH2:27]O. (6) Given the product [C:8]([NH:16][C:17]1[CH:29]=[C:28]([C:30]2[CH:35]=[CH:34][C:33]([N+:36]([O-:38])=[O:37])=[CH:32][CH:31]=2)[CH:27]=[CH:26][C:18]=1[C:19]([OH:21])=[O:20])(=[O:15])[C:9]1[CH:10]=[CH:11][CH:12]=[CH:13][CH:14]=1, predict the reactants needed to synthesize it. The reactants are: FC(F)(F)C(O)=O.[C:8]([NH:16][C:17]1[CH:29]=[C:28]([C:30]2[CH:35]=[CH:34][C:33]([N+:36]([O-:38])=[O:37])=[CH:32][CH:31]=2)[CH:27]=[CH:26][C:18]=1[C:19]([O:21]C(C)(C)C)=[O:20])(=[O:15])[C:9]1[CH:14]=[CH:13][CH:12]=[CH:11][CH:10]=1. (7) Given the product [O:10]1[CH2:11][CH2:12][N:13]([CH2:16][CH2:17][CH2:18][O:19][C:20]2[CH:21]=[C:22]([NH:23][C:8]([NH:7][C:1]3[CH:6]=[CH:5][CH:4]=[CH:3][CH:2]=3)=[O:9])[CH:24]=[CH:25][CH:26]=2)[CH2:14][CH2:15]1, predict the reactants needed to synthesize it. The reactants are: [C:1]1([N:7]=[C:8]=[O:9])[CH:6]=[CH:5][CH:4]=[CH:3][CH:2]=1.[O:10]1[CH2:15][CH2:14][N:13]([CH2:16][CH2:17][CH2:18][O:19][C:20]2[CH:21]=[C:22]([CH:24]=[CH:25][CH:26]=2)[NH2:23])[CH2:12][CH2:11]1.